This data is from Forward reaction prediction with 1.9M reactions from USPTO patents (1976-2016). The task is: Predict the product of the given reaction. (1) The product is: [Cl:32][C:27]1[CH:28]=[CH:29][CH:30]=[CH:31][C:26]=1[CH2:25][N:23]1[CH:24]=[C:20]([C:16]2[CH:15]=[C:14]([C:13]3[N:33]=[N:34][NH:35][C:10]=3[C:11]#[N:12])[CH:19]=[CH:18][N:17]=2)[N:21]=[CH:22]1. Given the reactants C1(S([C:10](=[CH:13][C:14]2[CH:19]=[CH:18][N:17]=[C:16]([C:20]3[N:21]=[CH:22][N:23]([CH2:25][C:26]4[CH:31]=[CH:30][CH:29]=[CH:28][C:27]=4[Cl:32])[CH:24]=3)[CH:15]=2)[C:11]#[N:12])(=O)=O)C=CC=CC=1.[N-:33]=[N+:34]=[N-:35].[Na+].Cl.[OH-].[Na+], predict the reaction product. (2) Given the reactants [CH3:1][CH:2]([C:4]1[N:8]=[C:7](C(Cl)(Cl)Cl)[O:6][N:5]=1)[CH3:3].[NH:13]1[CH2:18][CH2:17][CH:16]([CH2:19][OH:20])[CH2:15][CH2:14]1, predict the reaction product. The product is: [CH3:1][CH:2]([C:4]1[N:8]=[C:7]([N:13]2[CH2:18][CH2:17][CH:16]([CH2:19][OH:20])[CH2:15][CH2:14]2)[O:6][N:5]=1)[CH3:3]. (3) Given the reactants Br[C:2]1[CH:3]=[C:4]2[C:8](=[CH:9][CH:10]=1)[N:7]([CH2:11][CH2:12][N:13]1[CH2:18][CH2:17][CH2:16][CH2:15][CH2:14]1)[C:6]([C:19]1[CH:24]=[CH:23][C:22]([N+:25]([O-:27])=[O:26])=[CH:21][CH:20]=1)=[CH:5]2.C(P(C(C)(C)C)C(C)(C)C)(C)(C)C.C[Si]([N-:45][Si](C)(C)C)(C)C.[Li+].C(OCC)(=O)C, predict the reaction product. The product is: [N+:25]([C:22]1[CH:21]=[CH:20][C:19]([C:6]2[N:7]([CH2:11][CH2:12][N:13]3[CH2:14][CH2:15][CH2:16][CH2:17][CH2:18]3)[C:8]3[C:4]([CH:5]=2)=[CH:3][C:2]([NH2:45])=[CH:10][CH:9]=3)=[CH:24][CH:23]=1)([O-:27])=[O:26]. (4) Given the reactants [CH3:1][O:2][C:3]1[CH:8]=[CH:7][CH:6]=[CH:5][C:4]=1[NH:9][C:10](=[O:16])[O:11][C:12]([CH3:15])([CH3:14])[CH3:13].[Li]C(C)(C)C.[F:22][C:23]([F:35])([F:34])[C:24]1[CH:25]=[CH:26][C:27]([C:30](OC)=[O:31])=[N:28][CH:29]=1, predict the reaction product. The product is: [CH3:1][O:2][C:3]1[CH:8]=[CH:7][CH:6]=[C:5]([C:30](=[O:31])[C:27]2[CH:26]=[CH:25][C:24]([C:23]([F:34])([F:22])[F:35])=[CH:29][N:28]=2)[C:4]=1[NH:9][C:10](=[O:16])[O:11][C:12]([CH3:13])([CH3:15])[CH3:14]. (5) Given the reactants [Cl:1][C:2]1[CH:9]=[CH:8][C:5]([CH2:6]Br)=[CH:4][CH:3]=1.[CH2:10]([O:12][C:13](=[O:34])[C:14]1[CH:19]=[C:18]([N:20]2[C:24]([CH3:25])=[CH:23][CH:22]=[C:21]2[C:26]2[CH:31]=[C:30]([Cl:32])[CH:29]=[CH:28][C:27]=2[OH:33])[CH:17]=[N:16][CH:15]=1)[CH3:11].C([O-])([O-])=O.[K+].[K+], predict the reaction product. The product is: [CH2:10]([O:12][C:13](=[O:34])[C:14]1[CH:19]=[C:18]([N:20]2[C:24]([CH3:25])=[CH:23][CH:22]=[C:21]2[C:26]2[CH:31]=[C:30]([Cl:32])[CH:29]=[CH:28][C:27]=2[O:33][CH2:6][C:5]2[CH:8]=[CH:9][C:2]([Cl:1])=[CH:3][CH:4]=2)[CH:17]=[N:16][CH:15]=1)[CH3:11].